From a dataset of Reaction yield outcomes from USPTO patents with 853,638 reactions. Predict the reaction yield, written as a fraction of the theoretical maximum amount of product (1.0 means a 100% yield; for example, 0.34 means a 34% yield). (1) The reactants are [C:1]([C:4]1[CH:10]=[CH:9][C:7](N)=[C:6]([F:11])[CH:5]=1)(=[O:3])[CH3:2].Cl.[N+:13]([O-])([O-])=O.[Na+].[S:18](=[O:20])=[O:19]. The catalyst is O.C(O)(=O)C.O.O.[Cu](Cl)Cl. The product is [C:1]([C:4]1[CH:10]=[CH:9][C:7]([S:18]([NH2:13])(=[O:20])=[O:19])=[C:6]([F:11])[CH:5]=1)(=[O:3])[CH3:2]. The yield is 0.460. (2) The reactants are [H-].[Na+].C[C:4](P(OC)(O)=O)([C:6]([O-:8])=[O:7])C.[C:14]([O:18][C:19]([NH:21][CH:22]([CH2:26][C:27]1[CH:32]=[CH:31][C:30]([O:33][C:34]2[CH:39]=[CH:38][CH:37]=[CH:36][C:35]=2[CH:40]=O)=[CH:29][CH:28]=1)[C:23]([OH:25])=[O:24])=[O:20])([CH3:17])([CH3:16])[CH3:15].[CH3:42]CCCCC. The catalyst is C1COCC1. The product is [CH3:42][O:8][C:6](=[O:7])[CH:4]=[CH:40][C:35]1[CH:36]=[CH:37][CH:38]=[CH:39][C:34]=1[O:33][C:30]1[CH:31]=[CH:32][C:27]([CH2:26][CH:22]([NH:21][C:19]([O:18][C:14]([CH3:15])([CH3:17])[CH3:16])=[O:20])[C:23]([OH:25])=[O:24])=[CH:28][CH:29]=1. The yield is 0.980.